This data is from Full USPTO retrosynthesis dataset with 1.9M reactions from patents (1976-2016). The task is: Predict the reactants needed to synthesize the given product. (1) The reactants are: [C:1]([C:4]1[CH:15]=[C:14]([Cl:16])[CH:13]=[CH:12][C:5]=1[O:6][CH2:7][C:8]([O:10]C)=[O:9])(=O)[CH3:2].CC[O-].[Na+]. Given the product [Cl:16][C:14]1[CH:13]=[CH:12][C:5]2[O:6][C:7]([C:8]([OH:10])=[O:9])=[C:1]([CH3:2])[C:4]=2[CH:15]=1, predict the reactants needed to synthesize it. (2) Given the product [C:7]([C:6]1[CH:2]=[N:3][N:4]([CH2:9][O:10][CH2:11][CH2:12][Si:13]([CH3:16])([CH3:15])[CH3:14])[C:5]=1[C:19]1[CH:20]=[C:21]([CH:26]=[CH:27][C:18]=1[CH3:17])[C:22]([O:24][CH3:25])=[O:23])#[N:8], predict the reactants needed to synthesize it. The reactants are: I[C:2]1[C:6]([C:7]#[N:8])=[CH:5][N:4]([CH2:9][O:10][CH2:11][CH2:12][Si:13]([CH3:16])([CH3:15])[CH3:14])[N:3]=1.[CH3:17][C:18]1[CH:27]=[CH:26][C:21]([C:22]([O:24][CH3:25])=[O:23])=[CH:20][C:19]=1B1OC(C)(C)C(C)(C)O1.C(=O)([O-])[O-].[K+].[K+]. (3) Given the product [C:1]([O:5][C:6]([N:8]1[CH2:9][CH2:10][CH:11]([CH2:14][N:15]([CH:19]2[CH2:28][CH2:27][C:26]3[C:21](=[CH:22][C:23]([O:29][S:43]([C:42]4[C:38]([CH3:37])=[N:39][O:40][C:41]=4[CH3:47])(=[O:45])=[O:44])=[CH:24][CH:25]=3)[CH2:20]2)[CH2:16][CH2:17][CH3:18])[CH2:12][CH2:13]1)=[O:7])([CH3:2])([CH3:3])[CH3:4], predict the reactants needed to synthesize it. The reactants are: [C:1]([O:5][C:6]([N:8]1[CH2:13][CH2:12][CH:11]([CH2:14][N:15]([CH:19]2[CH2:28][CH2:27][C:26]3[C:21](=[CH:22][C:23]([OH:29])=[CH:24][CH:25]=3)[CH2:20]2)[CH2:16][CH2:17][CH3:18])[CH2:10][CH2:9]1)=[O:7])([CH3:4])([CH3:3])[CH3:2].C(N(CC)CC)C.[CH3:37][C:38]1[C:42]([S:43](Cl)(=[O:45])=[O:44])=[C:41]([CH3:47])[O:40][N:39]=1. (4) Given the product [NH:14]1[C:22]2[C:17](=[CH:18][C:19]([CH2:23][NH:24][C:7](=[O:9])[C:6]3[CH:10]=[CH:11][C:3]([C:2]([F:1])([F:13])[F:12])=[N:4][CH:5]=3)=[CH:20][CH:21]=2)[CH:16]=[CH:15]1, predict the reactants needed to synthesize it. The reactants are: [F:1][C:2]([F:13])([F:12])[C:3]1[CH:11]=[CH:10][C:6]([C:7]([OH:9])=O)=[CH:5][N:4]=1.[NH:14]1[C:22]2[C:17](=[CH:18][C:19]([CH2:23][NH2:24])=[CH:20][CH:21]=2)[CH:16]=[CH:15]1.N. (5) Given the product [CH2:15]([NH:14][C:7]1[N:8]=[C:9]([NH:12][CH3:13])[C:10]2[N:11]=[C:2]([N:25]3[CH2:26][CH2:27][C:22]([F:28])([F:21])[CH2:23][CH2:24]3)[N:3]=[C:4]([NH:18][CH3:19])[C:5]=2[N:6]=1)[CH2:16][CH3:17], predict the reactants needed to synthesize it. The reactants are: Cl[C:2]1[N:3]=[C:4]([NH:18][CH3:19])[C:5]2[N:6]=[C:7]([NH:14][CH2:15][CH2:16][CH3:17])[N:8]=[C:9]([NH:12][CH3:13])[C:10]=2[N:11]=1.Cl.[F:21][C:22]1([F:28])[CH2:27][CH2:26][NH:25][CH2:24][CH2:23]1.C(N(CC)C(C)C)(C)C.C([O-])(O)=O.[Na+]. (6) Given the product [NH2:1][C:2]1[N:3]=[C:4]([NH2:9])[C:5]2[CH:10]=[CH:11][C:12](=[O:13])[NH:8][C:6]=2[N:7]=1, predict the reactants needed to synthesize it. The reactants are: [NH2:1][C:2]1[N:7]=[C:6]([NH2:8])[CH:5]=[C:4]([NH2:9])[N:3]=1.[C:10]([O-])(=O)[CH2:11][C:12](C)=[O:13]. (7) Given the product [C:20]1([N:19]2[C:9](=[O:11])[CH2:8][S:7][C:1]2=[S:12])[CH:25]=[CH:24][CH:23]=[CH:22][CH:21]=1, predict the reactants needed to synthesize it. The reactants are: [C:1](=[S:12])([S:7][CH2:8][C:9]([OH:11])=O)SCC(O)=O.C(=O)([O-])[O-].[K+].[K+].[NH2:19][C:20]1[CH:25]=[CH:24][CH:23]=[CH:22][CH:21]=1.